From a dataset of Catalyst prediction with 721,799 reactions and 888 catalyst types from USPTO. Predict which catalyst facilitates the given reaction. (1) Reactant: FC(F)(F)S(O[C:7]1[C:16]([CH3:17])=[CH:15][C:14]2[C:9](=[CH:10][CH:11]=[CH:12][CH:13]=2)[C:8]=1[C:18]1[C:27]2[C:22]3=[C:23]([CH2:28][CH2:29][O:30][C:21]3=[CH:20][CH:19]=1)[CH:24]=[CH:25][N:26]=2)(=O)=O.[CH2:33]([Sn](CCCC)(CCCC)C=C)[CH2:34]CC.[Li+].[Cl-]. Product: [CH3:17][C:16]1[C:7]([CH:33]=[CH2:34])=[C:8]([C:18]2[C:27]3[C:22]4=[C:23]([CH2:28][CH2:29][O:30][C:21]4=[CH:20][CH:19]=2)[CH:24]=[CH:25][N:26]=3)[C:9]2[C:14]([CH:15]=1)=[CH:13][CH:12]=[CH:11][CH:10]=2. The catalyst class is: 660. (2) Reactant: [CH3:1][O:2][C:3]1[CH:4]=[C:5]([C:11]2[N:12]=[C:13]([NH:23][CH2:24][CH3:25])[S:14][C:15]=2[C:16]2[CH:21]=[CH:20][N:19]=[C:18](Cl)[N:17]=2)[CH:6]=[C:7]([O:9][CH3:10])[CH:8]=1.CC([Si](C)(C)[O:31][CH2:32][CH2:33][O:34][C:35]1[CH:40]=[CH:39][C:38]([NH2:41])=[CH:37][C:36]=1[F:42])(C)C.Cl.O1CCOCC1. Product: [CH3:1][O:2][C:3]1[CH:4]=[C:5]([C:11]2[N:12]=[C:13]([NH:23][CH2:24][CH3:25])[S:14][C:15]=2[C:16]2[CH:21]=[CH:20][N:19]=[C:18]([NH:41][C:38]3[CH:39]=[CH:40][C:35]([O:34][CH2:33][CH2:32][OH:31])=[C:36]([F:42])[CH:37]=3)[N:17]=2)[CH:6]=[C:7]([O:9][CH3:10])[CH:8]=1. The catalyst class is: 836. (3) Reactant: [C:1]([O:5][C:6]([NH:8][CH2:9][CH2:10][CH2:11][CH2:12][CH2:13][C:14]([OH:16])=[O:15])=[O:7])([CH3:4])([CH3:3])[CH3:2].C(=O)([O-])[O-].[K+].[K+].Br[CH2:24][C:25]1[CH:30]=[CH:29][CH:28]=[CH:27][CH:26]=1.CN(C=O)C. Product: [C:1]([O:5][C:6]([NH:8][CH2:9][CH2:10][CH2:11][CH2:12][CH2:13][C:14]([O:16][CH2:24][C:25]1[CH:30]=[CH:29][CH:28]=[CH:27][CH:26]=1)=[O:15])=[O:7])([CH3:4])([CH3:2])[CH3:3]. The catalyst class is: 372. (4) Reactant: [Si:1]([N:8]1[C:16]2[C:11](=[CH:12][C:13](B(O)O)=[CH:14][CH:15]=2)[C:10]([CH:20]([CH3:22])[CH3:21])=[CH:9]1)([C:4]([CH3:7])([CH3:6])[CH3:5])([CH3:3])[CH3:2].[OH:23][C:24]1[C:38]([CH3:39])=[CH:37][C:27]([O:28][CH2:29][C:30]([O:32][C:33]([CH3:36])([CH3:35])[CH3:34])=[O:31])=[CH:26][C:25]=1[CH3:40].N1C=CC=CC=1.C(N(CC)CC)C. Product: [C:33]([O:32][C:30](=[O:31])[CH2:29][O:28][C:27]1[CH:26]=[C:25]([CH3:40])[C:24]([O:23][C:13]2[CH:12]=[C:11]3[C:16](=[CH:15][CH:14]=2)[N:8]([Si:1]([C:4]([CH3:7])([CH3:6])[CH3:5])([CH3:3])[CH3:2])[CH:9]=[C:10]3[CH:20]([CH3:22])[CH3:21])=[C:38]([CH3:39])[CH:37]=1)([CH3:36])([CH3:35])[CH3:34]. The catalyst class is: 221. (5) Reactant: [NH2:1][CH2:2][CH2:3][C:4]#[C:5][C:6]1[CH:15]=[CH:14][C:9]([C:10]([NH:12][CH3:13])=[O:11])=[C:8]([NH:16][CH2:17][CH3:18])[N:7]=1. Product: [NH2:1][CH2:2][CH2:3][CH2:4][CH2:5][C:6]1[CH:15]=[CH:14][C:9]([C:10]([NH:12][CH3:13])=[O:11])=[C:8]([NH:16][CH2:17][CH3:18])[N:7]=1. The catalyst class is: 29. (6) Reactant: [F:1][C:2]1[CH:10]=[C:9]2[C:5]([C:6](=O)[C:7](=O)[NH:8]2)=[CH:4][CH:3]=1.[OH-:13].[K+].Br[CH2:16][C:17](C1C=CC=CC=1)=O.Cl. Product: [F:1][C:2]1[CH:10]=[C:9]2[C:5]([CH:16]=[C:17]([OH:13])[C:7]([CH3:6])=[N:8]2)=[CH:4][CH:3]=1. The catalyst class is: 6.